From a dataset of Reaction yield outcomes from USPTO patents with 853,638 reactions. Predict the reaction yield, written as a fraction of the theoretical maximum amount of product (1.0 means a 100% yield; for example, 0.34 means a 34% yield). (1) The reactants are [F:1][C:2]1[CH:7]=[CH:6][C:5]([CH:8]2[C:16]3[C:11](=[C:12](O)[CH:13]=[CH:14][CH:15]=3)[C:10]([C:18]3[CH:23]=[CH:22][C:21]4[O:24][CH2:25][O:26][C:20]=4[CH:19]=3)=[C:9]2[C:27]([O:29]CC)=[O:28])=[CH:4][CH:3]=1.C([SiH](CC)CC)C.B(F)(F)F.CCOCC.Cl. The catalyst is C(Cl)Cl. The product is [F:1][C:2]1[CH:7]=[CH:6][C:5]([CH:8]2[C:16]3[C:11](=[CH:12][CH:13]=[CH:14][CH:15]=3)[CH:10]([C:18]3[CH:23]=[CH:22][C:21]4[O:24][CH2:25][O:26][C:20]=4[CH:19]=3)[CH:9]2[C:27]([OH:29])=[O:28])=[CH:4][CH:3]=1. The yield is 0.900. (2) The product is [Br:1][C:2]1[C:3]([NH:9][C:10]2[CH:14]=[C:13]([O:15][CH:16]([CH3:18])[CH3:17])[NH:12][N:11]=2)=[N:4][C:5]([NH:29][C@H:27]([C:24]2[N:25]=[CH:26][C:21]([F:20])=[CH:22][N:23]=2)[CH3:28])=[N:6][CH:7]=1. The reactants are [Br:1][C:2]1[C:3]([NH:9][C:10]2[CH:14]=[C:13]([O:15][CH:16]([CH3:18])[CH3:17])[NH:12][N:11]=2)=[N:4][C:5](Cl)=[N:6][CH:7]=1.Cl.[F:20][C:21]1[CH:22]=[N:23][C:24]([C@@H:27]([NH2:29])[CH3:28])=[N:25][CH:26]=1.CCN(C(C)C)C(C)C. The yield is 0.600. The catalyst is CCCCO. (3) The reactants are [N:1]1[C:6]([NH2:7])=[CH:5][CH:4]=[CH:3][C:2]=1[NH2:8].C(N(CC)CC)C.[C:16](Cl)(=[O:18])[CH3:17]. The catalyst is ClCCl. The product is [NH2:7][C:6]1[N:1]=[C:2]([NH:8][C:16](=[O:18])[CH3:17])[CH:3]=[CH:4][CH:5]=1. The yield is 0.460. (4) The reactants are Cl[C:2]1[N:7]=[C:6]([Cl:8])[N:5]=[C:4]2[N:9]([CH2:12][C:13]3[CH:18]=[CH:17][CH:16]=[CH:15][C:14]=3[C:19]([F:22])([F:21])[F:20])[N:10]=[CH:11][C:3]=12.Cl.[F:24][C:25]1([F:30])[CH2:29][CH2:28][NH:27][CH2:26]1.CCN(C(C)C)C(C)C. The catalyst is O1CCOCC1. The product is [Cl:8][C:6]1[N:5]=[C:4]2[N:9]([CH2:12][C:13]3[CH:18]=[CH:17][CH:16]=[CH:15][C:14]=3[C:19]([F:22])([F:21])[F:20])[N:10]=[CH:11][C:3]2=[C:2]([N:27]2[CH2:28][CH2:29][C:25]([F:30])([F:24])[CH2:26]2)[N:7]=1. The yield is 0.580. (5) The reactants are ClC1N=C(C2SC(N3CCCC3)=NC=2C2C=C(NS(C3C(F)=CC=CC=3F)(=O)=O)C=CC=2)C=CN=1.[CH2:36]([O:39][C:40](=[O:60])[NH:41][C:42]1[CH:47]=[CH:46][C:45]([F:48])=[C:44]([C:49](=O)[CH2:50][C:51]2[CH:56]=[CH:55][N:54]=[C:53]([Cl:57])[N:52]=2)[C:43]=1[F:59])[CH:37]=[CH2:38].[CH3:61][C:62]([CH3:67])([CH3:66])[C:63](=[S:65])[NH2:64]. No catalyst specified. The product is [CH2:36]([O:39][C:40](=[O:60])[NH:41][C:42]1[CH:47]=[CH:46][C:45]([F:48])=[C:44]([C:49]2[N:64]=[C:63]([C:62]([CH3:67])([CH3:66])[CH3:61])[S:65][C:50]=2[C:51]2[CH:56]=[CH:55][N:54]=[C:53]([Cl:57])[N:52]=2)[C:43]=1[F:59])[CH:37]=[CH2:38]. The yield is 0.170. (6) The reactants are [C:1]([C:3]1[CH:4]=[C:5]([C:13]2[O:17][N:16]=[C:15]([C:18]3[C:19]([CH3:41])=[C:20]4[C:25](=[CH:26][CH:27]=3)[CH2:24][N:23]([C:28](=[O:40])[CH2:29][CH2:30][CH2:31][NH:32]C(=O)OC(C)(C)C)[CH2:22][CH2:21]4)[N:14]=2)[CH:6]=[CH:7][C:8]=1[O:9][CH:10]([CH3:12])[CH3:11])#[N:2].[ClH:42].CCOCC. The catalyst is O1CCOCC1. The product is [ClH:42].[NH2:32][CH2:31][CH2:30][CH2:29][C:28]([N:23]1[CH2:22][CH2:21][C:20]2[C:25](=[CH:26][CH:27]=[C:18]([C:15]3[N:14]=[C:13]([C:5]4[CH:6]=[CH:7][C:8]([O:9][CH:10]([CH3:12])[CH3:11])=[C:3]([CH:4]=4)[C:1]#[N:2])[O:17][N:16]=3)[C:19]=2[CH3:41])[CH2:24]1)=[O:40]. The yield is 0.980. (7) The reactants are [OH:1][CH2:2][CH2:3][CH:4]([CH3:20])[CH2:5][C@@H:6]1[CH2:10][N:9]([C@H:11]([C:13]2[CH:18]=[CH:17][CH:16]=[CH:15][CH:14]=2)[CH3:12])[C:8](=[O:19])[CH2:7]1.[H-].[Na+].[CH3:23]I. The catalyst is CS(C)=O.O. The product is [CH3:23][O:1][CH2:2][CH2:3][CH:4]([CH3:20])[CH2:5][C@@H:6]1[CH2:10][N:9]([C@H:11]([C:13]2[CH:14]=[CH:15][CH:16]=[CH:17][CH:18]=2)[CH3:12])[C:8](=[O:19])[CH2:7]1. The yield is 0.520. (8) The yield is 0.730. The reactants are ClC1C(F)=NC=C(OCCC2OCCO2)C=1.CC(C)([O-])C.[K+].[CH3:23][N:24]1[CH:28]=[CH:27][C:26]([NH:29][C:30]2[C:39]3[C:34](=[CH:35][CH:36]=[C:37](O)[CH:38]=3)[N:33]=[CH:32][N:31]=2)=[N:25]1.[Cl-].[NH4+]. The catalyst is CN(C)C(=O)C. The product is [CH3:23][N:24]1[CH:28]=[CH:27][C:26]([NH:29][C:30]2[C:39]3[C:34](=[CH:35][CH:36]=[CH:37][CH:38]=3)[N:33]=[CH:32][N:31]=2)=[N:25]1. (9) The reactants are Cl[C:2]1[N:7]=[C:6]([C:8]2[S:12][C:11]([N:13]3[CH2:18][CH2:17][O:16][CH2:15][CH2:14]3)=[N:10][C:9]=2[C:19]2[C:20]([F:37])=[C:21]([NH:25][S:26]([C:29]3[CH:34]=[C:33]([F:35])[CH:32]=[CH:31][C:30]=3[F:36])(=[O:28])=[O:27])[CH:22]=[CH:23][CH:24]=2)[CH:5]=[CH:4][N:3]=1.[NH3:38].CO. No catalyst specified. The product is [NH2:38][C:2]1[N:7]=[C:6]([C:8]2[S:12][C:11]([N:13]3[CH2:18][CH2:17][O:16][CH2:15][CH2:14]3)=[N:10][C:9]=2[C:19]2[C:20]([F:37])=[C:21]([NH:25][S:26]([C:29]3[CH:34]=[C:33]([F:35])[CH:32]=[CH:31][C:30]=3[F:36])(=[O:28])=[O:27])[CH:22]=[CH:23][CH:24]=2)[CH:5]=[CH:4][N:3]=1. The yield is 0.270.